This data is from Full USPTO retrosynthesis dataset with 1.9M reactions from patents (1976-2016). The task is: Predict the reactants needed to synthesize the given product. (1) Given the product [CH3:1][NH:2][S:3]([C:6]1[CH:7]=[C:8]2[C:12](=[CH:13][CH:14]=1)[NH:11][C:10](=[O:15])[C:9]2=[CH:33][C:28]1[NH:29][C:30]2[C:26]([CH:27]=1)=[CH:25][C:24]([O:23][CH2:22][CH2:21][N:16]1[CH2:20][CH2:19][CH2:18][CH2:17]1)=[CH:32][CH:31]=2)(=[O:5])=[O:4], predict the reactants needed to synthesize it. The reactants are: [CH3:1][NH:2][S:3]([C:6]1[CH:7]=[C:8]2[C:12](=[CH:13][CH:14]=1)[NH:11][C:10](=[O:15])[CH2:9]2)(=[O:5])=[O:4].[N:16]1([CH2:21][CH2:22][O:23][C:24]2[CH:25]=[C:26]3[C:30](=[CH:31][CH:32]=2)[NH:29][C:28]([CH:33]=O)=[CH:27]3)[CH2:20][CH2:19][CH2:18][CH2:17]1. (2) Given the product [CH2:1]([CH:7]1[CH2:12][CH:11]2[CH2:10][CH:9]([CH:8]=[CH:13]2)[C:14]1=[O:15])[CH2:2][CH2:3][CH2:4][CH2:5][CH3:6], predict the reactants needed to synthesize it. The reactants are: [CH2:1]([C:7]1([CH:14]=[O:15])[CH2:12][CH:11]2[CH2:13][CH:8]1[CH:9]=[CH:10]2)[CH2:2][CH2:3][CH2:4][CH2:5][CH3:6].[Cl-].[Al+3].[Cl-].[Cl-].S(=O)(=O)(O)O. (3) Given the product [O:20]1[CH2:25][CH2:24][N:23]([C:26]2[CH:31]=[CH:30][C:29]([C:2]3[N:11]=[C:10]([N:12]4[CH2:16][CH2:15][CH:14]([C@@H:17]([OH:19])[CH3:18])[CH2:13]4)[C:9]4[C:4](=[N:5][CH:6]=[CH:7][N:8]=4)[CH:3]=3)=[CH:28][CH:27]=2)[CH2:22][CH2:21]1, predict the reactants needed to synthesize it. The reactants are: Cl[C:2]1[N:11]=[C:10]([N:12]2[CH2:16][CH2:15][CH:14]([C@@H:17]([OH:19])[CH3:18])[CH2:13]2)[C:9]2[C:4](=[N:5][CH:6]=[CH:7][N:8]=2)[CH:3]=1.[O:20]1[CH2:25][CH2:24][N:23]([C:26]2[CH:31]=[CH:30][C:29](B(O)O)=[CH:28][CH:27]=2)[CH2:22][CH2:21]1. (4) Given the product [CH2:1]([O:3][C:4]([C:5]1[O:6][C:7]2[CH:12]=[CH:11][C:10]([O:13][CH3:14])=[CH:9][C:8]=2[CH:15]=1)=[O:17])[CH3:2], predict the reactants needed to synthesize it. The reactants are: [CH2:1]([O:3][C:4](=[O:17])[CH2:5][O:6][C:7]1[CH:12]=[CH:11][C:10]([O:13][CH3:14])=[CH:9][C:8]=1[CH:15]=O)[CH3:2].CC([O-])(C)C.[K+]. (5) Given the product [NH:7]1[C:8]2[C:13](=[CH:12][CH:11]=[CH:10][CH:9]=2)[C:5]([C:3](=[O:4])[CH:2]([NH:20][C:21]2[CH:30]=[CH:29][C:24]3[NH:25][C:26](=[O:28])[O:27][C:23]=3[CH:22]=2)[C:14]2[CH:19]=[CH:18][CH:17]=[CH:16][CH:15]=2)=[CH:6]1, predict the reactants needed to synthesize it. The reactants are: Cl[CH:2]([C:14]1[CH:19]=[CH:18][CH:17]=[CH:16][CH:15]=1)[C:3]([C:5]1[C:13]2[C:8](=[CH:9][CH:10]=[CH:11][CH:12]=2)[NH:7][CH:6]=1)=[O:4].[NH2:20][C:21]1[CH:30]=[CH:29][C:24]2[NH:25][C:26](=[O:28])[O:27][C:23]=2[CH:22]=1.CCN(C(C)C)C(C)C. (6) Given the product [I:10][C:11]1[CH:16]=[CH:15][C:14]([O:1][CH:2]2[CH:7]3[CH2:8][CH2:9][N:4]([CH2:5][CH2:6]3)[CH2:3]2)=[CH:13][CH:12]=1, predict the reactants needed to synthesize it. The reactants are: [OH:1][CH:2]1[CH:7]2[CH2:8][CH2:9][N:4]([CH2:5][CH2:6]2)[CH2:3]1.[I:10][C:11]1[CH:16]=[CH:15][C:14](I)=[CH:13][CH:12]=1.N1C2C(=CC=C3C=2N=CC=C3)C=CC=1. (7) Given the product [Br:1][C:2]1[CH:3]=[C:4]2[C:8](=[CH:9][CH:10]=1)[NH:7][C:6]([C:11]([NH:33][CH2:32][C:28]1[CH:27]=[C:26]([CH:31]=[CH:30][CH:29]=1)[O:25][C:22]1[CH:23]=[CH:24][C:19]([CH2:18][CH2:17][C:16]([OH:35])=[O:15])=[C:20]([CH3:34])[CH:21]=1)=[O:13])=[CH:5]2, predict the reactants needed to synthesize it. The reactants are: [Br:1][C:2]1[CH:3]=[C:4]2[C:8](=[CH:9][CH:10]=1)[NH:7][C:6]([C:11]([OH:13])=O)=[CH:5]2.C[O:15][C:16](=[O:35])[CH2:17][CH2:18][C:19]1[CH:24]=[CH:23][C:22]([O:25][C:26]2[CH:31]=[CH:30][CH:29]=[C:28]([CH2:32][NH2:33])[CH:27]=2)=[CH:21][C:20]=1[CH3:34].